Dataset: Forward reaction prediction with 1.9M reactions from USPTO patents (1976-2016). Task: Predict the product of the given reaction. (1) Given the reactants [CH3:1][O:2][C:3]1[CH:8]=[C:7]([C:9]2[CH2:10][CH2:11][N:12]([CH3:15])[CH2:13][CH:14]=2)[C:6]([N+:16]([O-])=O)=[CH:5][C:4]=1[NH:19][C:20]1[N:25]=[C:24]([N:26]2[CH:30]=[C:29]([CH:31]=O)[CH:28]=[N:27]2)[C:23]([CH3:33])=[CH:22][N:21]=1.Cl.[NH:35]1[CH2:38][CH2:37][CH2:36]1, predict the reaction product. The product is: [N:35]1([CH2:31][C:29]2[CH:28]=[N:27][N:26]([C:24]3[C:23]([CH3:33])=[CH:22][N:21]=[C:20]([NH:19][C:4]4[C:3]([O:2][CH3:1])=[CH:8][C:7]([C:9]5[CH2:10][CH2:11][N:12]([CH3:15])[CH2:13][CH:14]=5)=[C:6]([NH:16][C:3](=[O:2])[CH:4]=[CH2:5])[CH:5]=4)[N:25]=3)[CH:30]=2)[CH2:38][CH2:37][CH2:36]1. (2) Given the reactants [OH:1][C:2]1[C:3]([C:16]([O:18][CH3:19])=[O:17])=[C:4]([O:12][CH2:13][O:14][CH3:15])[C:5]2[C:10]([CH:11]=1)=[CH:9][CH:8]=[CH:7][CH:6]=2.C1(P(C2C=CC=CC=2)C2C=CC=CC=2)C=CC=CC=1.[C:39]([O:43][C:44]([NH:46][CH2:47][CH2:48][CH2:49][CH2:50]O)=[O:45])([CH3:42])([CH3:41])[CH3:40].CCOC(/N=N/C(OCC)=O)=O, predict the reaction product. The product is: [C:39]([O:43][C:44]([NH:46][CH2:47][CH2:48][CH2:49][CH2:50][O:1][C:2]1[C:3]([C:16]([O:18][CH3:19])=[O:17])=[C:4]([O:12][CH2:13][O:14][CH3:15])[C:5]2[C:10]([CH:11]=1)=[CH:9][CH:8]=[CH:7][CH:6]=2)=[O:45])([CH3:42])([CH3:41])[CH3:40]. (3) Given the reactants [N+:1]([C:4]1[CH:5]=[C:6]([CH:31]=[C:32]([C:34]([F:37])([F:36])[F:35])[CH:33]=1)[C:7]([NH:9][C:10]1[CH:15]=[CH:14][CH:13]=[C:12]([C:16]2[N:21]3[N:22]=[C:23]([C:25]4[CH:30]=[CH:29][N:28]=[CH:27][CH:26]=4)[CH:24]=[C:20]3[N:19]=[CH:18][CH:17]=2)[CH:11]=1)=[O:8])([O-])=O.[Cl-].[NH4+], predict the reaction product. The product is: [NH2:1][C:4]1[CH:5]=[C:6]([CH:31]=[C:32]([C:34]([F:37])([F:36])[F:35])[CH:33]=1)[C:7]([NH:9][C:10]1[CH:15]=[CH:14][CH:13]=[C:12]([C:16]2[N:21]3[N:22]=[C:23]([C:25]4[CH:26]=[CH:27][N:28]=[CH:29][CH:30]=4)[CH:24]=[C:20]3[N:19]=[CH:18][CH:17]=2)[CH:11]=1)=[O:8]. (4) Given the reactants [CH3:1][N:2]1[C:6]2[CH:7]=[CH:8][C:9]([N:11]3[CH:16]=[C:15]([C:17]([O:19][CH2:20][CH3:21])=[O:18])[C:14](=[O:22])[NH:13][C:12]3=[O:23])=[CH:10][C:5]=2[O:4][C:3]1=[O:24].[Cl:25][C:26]1[C:31]([C:32]([F:35])([F:34])[F:33])=[CH:30][CH:29]=[CH:28][C:27]=1[CH:36](O)[CH3:37], predict the reaction product. The product is: [Cl:25][C:26]1[C:31]([C:32]([F:33])([F:34])[F:35])=[CH:30][CH:29]=[CH:28][C:27]=1[CH:36]([N:13]1[C:14](=[O:22])[C:15]([C:17]([O:19][CH2:20][CH3:21])=[O:18])=[CH:16][N:11]([C:9]2[CH:8]=[CH:7][C:6]3[N:2]([CH3:1])[C:3](=[O:24])[O:4][C:5]=3[CH:10]=2)[C:12]1=[O:23])[CH3:37]. (5) Given the reactants C([O:3][C:4]([C:6]1[C:14]2[CH2:13][CH2:12][CH2:11][CH2:10][C:9]=2[NH:8][N:7]=1)=[O:5])C.[OH-].[Na+], predict the reaction product. The product is: [NH:8]1[C:9]2[CH2:10][CH2:11][CH2:12][CH2:13][C:14]=2[C:6]([C:4]([OH:5])=[O:3])=[N:7]1. (6) Given the reactants Br[C:2]1[CH:16]=[CH:15][C:5]([C:6]([C@@H:8]2[CH2:10][C@H:9]2[C:11]([O:13][CH3:14])=[O:12])=[O:7])=[CH:4][CH:3]=1.[NH2:17][C:18]1[CH:23]=[CH:22][C:21](B(O)O)=[CH:20][CH:19]=1.C([O-])([O-])=O.[Na+].[Na+].ClCCl, predict the reaction product. The product is: [NH2:17][C:18]1[CH:23]=[CH:22][C:21]([C:2]2[CH:16]=[CH:15][C:5]([C:6]([C@@H:8]3[CH2:10][C@H:9]3[C:11]([O:13][CH3:14])=[O:12])=[O:7])=[CH:4][CH:3]=2)=[CH:20][CH:19]=1. (7) Given the reactants [C:1]([O:5][C:6]([NH:8][C:9]1[CH:10]=[C:11]([CH:24]=[CH:25][CH:26]=1)[O:12][C:13]1[C:18]([C:19]([OH:21])=O)=[CH:17][N:16]=[C:15]([S:22][CH3:23])[N:14]=1)=[O:7])([CH3:4])([CH3:3])[CH3:2].COC1C=CC(CN)=CC=1.CN(C(O[N:45]1N=N[C:47]2[CH:48]=[CH:49][CH:50]=[CH:51][C:46]1=2)=[N+](C)C)C.[B-](F)(F)(F)F.CCN(C(C)C)C(C)C, predict the reaction product. The product is: [C:1]([O:5][C:6](=[O:7])[NH:8][C:9]1[CH:26]=[CH:25][CH:24]=[C:11]([O:12][C:13]2[C:18]([C:19](=[O:21])[NH:45][C:46]3[CH:51]=[CH:50][CH:49]=[CH:48][CH:47]=3)=[CH:17][N:16]=[C:15]([S:22][CH3:23])[N:14]=2)[CH:10]=1)([CH3:4])([CH3:2])[CH3:3]. (8) Given the reactants [CH2:1]([CH:4]1[CH2:8][CH2:7][CH2:6][C:5]1=[O:9])[CH:2]=[CH2:3].C[Si]([N-][Si](C)(C)C)(C)C.[Li+].O1CCCC1.[C:25]1([Se:31]Cl)[CH:30]=[CH:29][CH:28]=[CH:27][CH:26]=1, predict the reaction product. The product is: [CH2:1]([CH:4]1[CH2:8][CH2:7][CH:6]([Se:31][C:25]2[CH:30]=[CH:29][CH:28]=[CH:27][CH:26]=2)[C:5]1=[O:9])[CH:2]=[CH2:3]. (9) Given the reactants [Br-].[Br:2][CH:3]([P+](C1C=CC=CC=1)(C1C=CC=CC=1)C1C=CC=CC=1)Br.C(O[K])(C)(C)C.[Si:30]([O:47][CH2:48][C:49]1([CH:52]=O)[CH2:51][CH2:50]1)([C:43]([CH3:46])([CH3:45])[CH3:44])([C:37]1[CH:42]=[CH:41][CH:40]=[CH:39][CH:38]=1)[C:31]1[CH:36]=[CH:35][CH:34]=[CH:33][CH:32]=1, predict the reaction product. The product is: [Br:2][C:3]#[C:52][C:49]1([CH2:48][O:47][Si:30]([C:43]([CH3:45])([CH3:46])[CH3:44])([C:31]2[CH:36]=[CH:35][CH:34]=[CH:33][CH:32]=2)[C:37]2[CH:38]=[CH:39][CH:40]=[CH:41][CH:42]=2)[CH2:51][CH2:50]1. (10) Given the reactants [CH2:1]([NH2:11])/[CH:2]=[C:3](/[CH2:5][CH2:6][CH:7]=[C:8]([CH3:10])[CH3:9])\[CH3:4].C(N(CC)CC)C.[C:19]([O:22][CH:23]([CH3:27])[C:24](Cl)=[O:25])(=[O:21])[CH3:20], predict the reaction product. The product is: [CH2:1]([NH:11][C:24](=[O:25])[CH:23]([O:22][C:19](=[O:21])[CH3:20])[CH3:27])/[CH:2]=[C:3](/[CH2:5][CH2:6][CH:7]=[C:8]([CH3:10])[CH3:9])\[CH3:4].